From a dataset of Full USPTO retrosynthesis dataset with 1.9M reactions from patents (1976-2016). Predict the reactants needed to synthesize the given product. (1) Given the product [Cl:1][C:2]1[CH:3]=[CH:4][C:5]([C:20]#[N:21])=[C:6]([C:8]2[CH:13]=[CH:12][N:11]([CH:14]([CH3:18])[C:15]([NH:22][C:23]3[CH:31]=[C:30]4[C:26]([C:27](=[O:40])[N:28]([CH3:39])[N:29]4[C:32]([O:34][C:35]([CH3:36])([CH3:37])[CH3:38])=[O:33])=[CH:25][CH:24]=3)=[O:17])[C:10](=[O:19])[CH:9]=2)[CH:7]=1, predict the reactants needed to synthesize it. The reactants are: [Cl:1][C:2]1[CH:3]=[CH:4][C:5]([C:20]#[N:21])=[C:6]([C:8]2[CH:13]=[CH:12][N:11]([CH:14]([CH3:18])[C:15]([OH:17])=O)[C:10](=[O:19])[CH:9]=2)[CH:7]=1.[NH2:22][C:23]1[CH:31]=[C:30]2[C:26]([C:27](=[O:40])[N:28]([CH3:39])[N:29]2[C:32]([O:34][C:35]([CH3:38])([CH3:37])[CH3:36])=[O:33])=[CH:25][CH:24]=1. (2) Given the product [Cl-:24].[Cl:24][CH2:11][CH2:12][NH2+:13][CH:14]([CH:16]1[CH2:21][CH2:20][CH2:19][CH2:18][CH2:17]1)[CH3:15], predict the reactants needed to synthesize it. The reactants are: C1(C(N)C)CCCCC1.O[CH2:11][CH2:12][NH:13][CH:14]([CH:16]1[CH2:21][CH2:20][CH2:19][CH2:18][CH2:17]1)[CH3:15].O=S(Cl)[Cl:24]. (3) Given the product [C:1]([N:4]1[C:13]2[C:8](=[CH:9][C:10]([C:26]3[CH:27]=[CH:28][C:23]([C:21]([O:20][CH3:19])=[O:22])=[CH:24][CH:25]=3)=[CH:11][CH:12]=2)[CH:7]([NH:15][CH:16]=[O:17])[CH2:6][CH:5]1[CH3:18])(=[O:3])[CH3:2], predict the reactants needed to synthesize it. The reactants are: [C:1]([N:4]1[C:13]2[C:8](=[CH:9][C:10](Br)=[CH:11][CH:12]=2)[CH:7]([NH:15][CH:16]=[O:17])[CH2:6][CH:5]1[CH3:18])(=[O:3])[CH3:2].[CH3:19][O:20][C:21]([C:23]1[CH:28]=[CH:27][C:26](B(O)O)=[CH:25][CH:24]=1)=[O:22].C([O-])([O-])=O.[Na+].[Na+]. (4) Given the product [CH2:1]([C:3]1[N:7]([C:8]2[C:16]3[O:15][CH2:14][C@@H:13]([NH:17][C:18]4[CH:31]=[CH:30][C:21]5[C@H:22]([CH2:25][C:26]([OH:28])=[O:27])[CH2:23][O:24][C:20]=5[CH:19]=4)[C:12]=3[CH:11]=[CH:10][CH:9]=2)[C:6]2[CH:38]=[CH:39][CH:40]=[CH:41][C:5]=2[N:4]=1)[CH3:2], predict the reactants needed to synthesize it. The reactants are: [CH2:1]([C:3]1[N:7]([C:8]2[C:16]3[O:15][CH2:14][C@@H:13]([N:17](C(=O)C(F)(F)F)[C:18]4[CH:31]=[CH:30][C:21]5[C@H:22]([CH2:25][C:26]([O:28]C)=[O:27])[CH2:23][O:24][C:20]=5[CH:19]=4)[C:12]=3[CH:11]=[CH:10][CH:9]=2)[C:6]2[CH:38]=[CH:39][CH:40]=[CH:41][C:5]=2[N:4]=1)[CH3:2].[OH-].[Na+].Cl. (5) Given the product [ClH:32].[Br:28][C:27]1[CH:26]=[C:25]2[C:16]([N:17]3[C:22]([CH2:23][O:24]2)=[N:21][NH:20][C:19](=[O:29])[C@H:18]3[CH3:30])=[CH:15][C:14]=1[C@@H:11]1[CH2:12][CH2:13][NH:8][CH2:9][C@@H:10]1[CH3:31], predict the reactants needed to synthesize it. The reactants are: C(OC([N:8]1[CH2:13][CH2:12][C@@H:11]([C:14]2[CH:15]=[C:16]3[C:25](=[CH:26][C:27]=2[Br:28])[O:24][CH2:23][C:22]2[N:17]3[C@H:18]([CH3:30])[C:19](=[O:29])[NH:20][N:21]=2)[C@@H:10]([CH3:31])[CH2:9]1)=O)(C)(C)C.[ClH:32]. (6) Given the product [CH3:20][O:19][C:16]1[CH:17]=[CH:18][C:11]2[CH:10]=[CH:14][O:13][C:12]=2[CH:15]=1, predict the reactants needed to synthesize it. The reactants are: OC1C=C([C:10]2[C:11]3[CH:18]=[CH:17][C:16]([O:19][CH3:20])=[CH:15][C:12]=3[O:13][CH:14]=2)C=CC=1OC.CCN(CC)CC. (7) Given the product [ClH:16].[Cl:17][C:12]1[CH:11]=[C:10]([C@@H:9]2[O:8][CH2:7][CH2:6][NH:5][CH2:4][C@H:3]2[CH2:2][NH:1][C:33](=[O:34])[CH2:32][O:25][C:26]2[CH:31]=[CH:30][CH:29]=[CH:28][CH:27]=2)[CH:15]=[CH:14][C:13]=1[Cl:16], predict the reactants needed to synthesize it. The reactants are: [NH2:1][CH2:2][C@H:3]1[C@H:9]([C:10]2[CH:15]=[CH:14][C:13]([Cl:16])=[C:12]([Cl:17])[CH:11]=2)[O:8][CH2:7][CH2:6][N:5](C(OC(C)(C)C)=O)[CH2:4]1.[O:25]([CH2:32][C:33](O)=[O:34])[C:26]1[CH:31]=[CH:30][CH:29]=[CH:28][CH:27]=1. (8) Given the product [Br:1][C:2]1[C:3]([F:12])=[CH:4][C:5]([N+:9]([O-:11])=[O:10])=[C:6]([OH:14])[CH:7]=1, predict the reactants needed to synthesize it. The reactants are: [Br:1][C:2]1[CH:7]=[C:6](F)[C:5]([N+:9]([O-:11])=[O:10])=[CH:4][C:3]=1[F:12].C(=O)([O-])[O-:14].[Cs+].[Cs+].C(O)(=O)C.[Na+].[Cl-].